This data is from NCI-60 drug combinations with 297,098 pairs across 59 cell lines. The task is: Regression. Given two drug SMILES strings and cell line genomic features, predict the synergy score measuring deviation from expected non-interaction effect. (1) Drug 1: CC1=C2C(C(=O)C3(C(CC4C(C3C(C(C2(C)C)(CC1OC(=O)C(C(C5=CC=CC=C5)NC(=O)C6=CC=CC=C6)O)O)OC(=O)C7=CC=CC=C7)(CO4)OC(=O)C)O)C)OC(=O)C. Drug 2: CCC1(C2=C(COC1=O)C(=O)N3CC4=CC5=C(C=CC(=C5CN(C)C)O)N=C4C3=C2)O.Cl. Cell line: SK-MEL-28. Synergy scores: CSS=29.5, Synergy_ZIP=-13.0, Synergy_Bliss=-5.78, Synergy_Loewe=-16.2, Synergy_HSA=-2.63. (2) Drug 1: COC1=C(C=C2C(=C1)N=CN=C2NC3=CC(=C(C=C3)F)Cl)OCCCN4CCOCC4. Drug 2: CCC1=CC2CC(C3=C(CN(C2)C1)C4=CC=CC=C4N3)(C5=C(C=C6C(=C5)C78CCN9C7C(C=CC9)(C(C(C8N6C)(C(=O)OC)O)OC(=O)C)CC)OC)C(=O)OC.C(C(C(=O)O)O)(C(=O)O)O. Cell line: EKVX. Synergy scores: CSS=68.9, Synergy_ZIP=9.69, Synergy_Bliss=8.25, Synergy_Loewe=11.9, Synergy_HSA=13.3.